From a dataset of Catalyst prediction with 721,799 reactions and 888 catalyst types from USPTO. Predict which catalyst facilitates the given reaction. (1) Reactant: [NH:1](C(OCC1C=CC=CC=1)=O)[C@H:2]([C:6]([N:8]1[CH2:15][CH2:14][CH2:13][C@H:9]1[C:10]([OH:12])=[O:11])=[O:7])[CH:3]([CH3:5])[CH3:4].[NH2:26][C:27]1[CH:28]=[C:29]2[C:34](=[CH:35][CH:36]=1)[N:33]=[CH:32][CH:31]=[CH:30]2. Product: [NH2:1][C@H:2]([C:6]([N:8]1[CH2:15][CH2:14][CH2:13][C@H:9]1[C:10]([OH:12])=[O:11])=[O:7])[CH:3]([CH3:5])[CH3:4].[NH2:26][C:27]1[CH:28]=[C:29]2[C:34](=[CH:35][CH:36]=1)[N:33]=[CH:32][CH:31]=[CH:30]2. The catalyst class is: 19. (2) Reactant: C(OC([N:8]1[CH2:13][CH2:12][C:11]([C:16]2[CH:21]=[CH:20][C:19]([Cl:22])=[CH:18][CH:17]=2)([O:14][CH3:15])[CH2:10][CH2:9]1)=O)(C)(C)C.FC(F)(F)C(O)=O. Product: [Cl:22][C:19]1[CH:20]=[CH:21][C:16]([C:11]2([O:14][CH3:15])[CH2:10][CH2:9][NH:8][CH2:13][CH2:12]2)=[CH:17][CH:18]=1. The catalyst class is: 2. (3) Product: [CH2:18]([O:17][C:13]1[CH:12]=[N:11][CH:10]=[C:9]([O:8][CH2:1][C:2]2[CH:3]=[CH:4][CH:5]=[CH:6][CH:7]=2)[C:14]=1[CH2:15][O:16][Si:34]([C:31]([CH3:33])([CH3:32])[CH3:30])([CH3:36])[CH3:35])[C:19]1[CH:24]=[CH:23][CH:22]=[CH:21][CH:20]=1. The catalyst class is: 303. Reactant: [CH2:1]([O:8][C:9]1[CH:10]=[N:11][CH:12]=[C:13]([O:17][CH2:18][C:19]2[CH:24]=[CH:23][CH:22]=[CH:21][CH:20]=2)[C:14]=1[CH2:15][OH:16])[C:2]1[CH:7]=[CH:6][CH:5]=[CH:4][CH:3]=1.N1C=CN=C1.[CH3:30][C:31]([Si:34](Cl)([CH3:36])[CH3:35])([CH3:33])[CH3:32]. (4) Reactant: [CH2:1]([O:8][C:9]([N:11]1[CH2:16][CH2:15][CH:14]([OH:17])[CH2:13][CH2:12]1)=[O:10])[C:2]1[CH:7]=[CH:6][CH:5]=[CH:4][CH:3]=1.[H-].[Na+].Cl[CH2:21][C:22]1[CH:27]=[CH:26][N:25]=[C:24]([C:28]2[CH:33]=[C:32]([O:34][CH3:35])[C:31]([O:36][CH3:37])=[C:30]([O:38][CH3:39])[CH:29]=2)[CH:23]=1.[I-].[K+]. Product: [CH2:1]([O:8][C:9]([N:11]1[CH2:16][CH2:15][CH:14]([O:17][CH2:21][C:22]2[CH:27]=[CH:26][N:25]=[C:24]([C:28]3[CH:33]=[C:32]([O:34][CH3:35])[C:31]([O:36][CH3:37])=[C:30]([O:38][CH3:39])[CH:29]=3)[CH:23]=2)[CH2:13][CH2:12]1)=[O:10])[C:2]1[CH:7]=[CH:6][CH:5]=[CH:4][CH:3]=1. The catalyst class is: 18. (5) Reactant: Br[C:2]1[C:6]2[N:7]=[CH:8][N:9]=[C:10]([O:11][CH3:12])[C:5]=2[S:4][CH:3]=1.[F:13][C:14]1[CH:19]=[CH:18][C:17](B(O)O)=[CH:16][CH:15]=1.C(=O)([O-])[O-].[Cs+].[Cs+]. Product: [F:13][C:14]1[CH:19]=[CH:18][C:17]([C:2]2[C:6]3[N:7]=[CH:8][N:9]=[C:10]([O:11][CH3:12])[C:5]=3[S:4][CH:3]=2)=[CH:16][CH:15]=1. The catalyst class is: 346.